Dataset: Catalyst prediction with 721,799 reactions and 888 catalyst types from USPTO. Task: Predict which catalyst facilitates the given reaction. (1) The catalyst class is: 3. Product: [O:20]1[C:24]2[CH:25]=[CH:26][CH:27]=[CH:28][C:23]=2[CH:22]=[C:21]1[C:29]1[N:33]2[N:34]=[C:35]([O:17][CH:9]([CH2:10][N:11]3[CH2:12][CH2:13][O:14][CH2:15][CH2:16]3)[CH2:8][NH2:7])[CH:36]=[CH:37][C:32]2=[N:31][CH:30]=1. Reactant: C(O)(=O)C(O)=O.[NH2:7][CH2:8][CH:9]([OH:17])[CH2:10][N:11]1[CH2:16][CH2:15][O:14][CH2:13][CH2:12]1.[H-].[Na+].[O:20]1[C:24]2[CH:25]=[CH:26][CH:27]=[CH:28][C:23]=2[CH:22]=[C:21]1[C:29]1[N:33]2[N:34]=[C:35](Cl)[CH:36]=[CH:37][C:32]2=[N:31][CH:30]=1.[Cl-].[NH4+]. (2) Reactant: [NH2:1][C:2]1[CH:3]=[N:4][CH:5]=[CH:6][CH:7]=1.[Cl:8][C:9]1[C:14]([O:15][CH3:16])=[CH:13][C:12]([O:17][CH3:18])=[C:11]([Cl:19])[C:10]=1[C:20]1[C:29]2[N:28]=[CH:27][C:26]([CH2:30][N:31]3[CH2:36][CH2:35][N:34]([CH2:37][CH3:38])[CH2:33][CH2:32]3)=[N:25][C:24]=2[C:23]([C:39](O)=[O:40])=[CH:22][CH:21]=1. Product: [N:4]1[CH:5]=[CH:6][CH:7]=[C:2]([NH:1][C:39]([C:23]2[C:24]3[N:25]=[C:26]([CH2:30][N:31]4[CH2:36][CH2:35][N:34]([CH2:37][CH3:38])[CH2:33][CH2:32]4)[CH:27]=[N:28][C:29]=3[C:20]([C:10]3[C:9]([Cl:8])=[C:14]([O:15][CH3:16])[CH:13]=[C:12]([O:17][CH3:18])[C:11]=3[Cl:19])=[CH:21][CH:22]=2)=[O:40])[CH:3]=1. The catalyst class is: 61. (3) Reactant: [Br:1][C:2]1[C:10](O)=[CH:9][C:5]([C:6]([OH:8])=[O:7])=[C:4]([F:12])[CH:3]=1.[C:13]([O-])([O-])=O.[K+].[K+].S([O:24][CH3:25])(OC)(=O)=O. Product: [Br:1][C:2]1[C:10]([O:24][CH3:25])=[CH:9][C:5]([C:6]([O:8][CH3:13])=[O:7])=[C:4]([F:12])[CH:3]=1. The catalyst class is: 10.